From a dataset of Peptide-MHC class I binding affinity with 185,985 pairs from IEDB/IMGT. Regression. Given a peptide amino acid sequence and an MHC pseudo amino acid sequence, predict their binding affinity value. This is MHC class I binding data. (1) The peptide sequence is PMQQLTQPL. The MHC is HLA-B15:01 with pseudo-sequence HLA-B15:01. The binding affinity (normalized) is 0.0847. (2) The peptide sequence is LLSCIRNASK. The MHC is HLA-A31:01 with pseudo-sequence HLA-A31:01. The binding affinity (normalized) is 0.380. (3) The peptide sequence is RYPGVMYAF. The MHC is HLA-A02:03 with pseudo-sequence HLA-A02:03. The binding affinity (normalized) is 0.0847. (4) The peptide sequence is IVTVTTKDY. The MHC is HLA-A03:01 with pseudo-sequence HLA-A03:01. The binding affinity (normalized) is 0.301. (5) The peptide sequence is RLIWSHHHI. The MHC is HLA-A68:02 with pseudo-sequence HLA-A68:02. The binding affinity (normalized) is 0.253. (6) The peptide sequence is AVKDKNWTV. The MHC is HLA-A02:01 with pseudo-sequence HLA-A02:01. The binding affinity (normalized) is 0.307.